This data is from Peptide-MHC class II binding affinity with 134,281 pairs from IEDB. The task is: Regression. Given a peptide amino acid sequence and an MHC pseudo amino acid sequence, predict their binding affinity value. This is MHC class II binding data. (1) The peptide sequence is TDDNEEPIAPYHFDL. The MHC is DRB1_1201 with pseudo-sequence DRB1_1201. The binding affinity (normalized) is 0.0895. (2) The peptide sequence is TNTNPDQKCITALAS. The MHC is DRB1_0404 with pseudo-sequence DRB1_0404. The binding affinity (normalized) is 0.319. (3) The peptide sequence is SQDLELSWNLNGLQEY. The MHC is HLA-DQA10101-DQB10501 with pseudo-sequence HLA-DQA10101-DQB10501. The binding affinity (normalized) is 0.652. (4) The peptide sequence is AACTAGTTVYGAFAA. The MHC is HLA-DQA10401-DQB10402 with pseudo-sequence HLA-DQA10401-DQB10402. The binding affinity (normalized) is 0.467. (5) The peptide sequence is EIVDLMCHAT. The MHC is HLA-DPA10103-DPB10401 with pseudo-sequence HLA-DPA10103-DPB10401. The binding affinity (normalized) is 0.333. (6) The peptide sequence is YFNMVYMPASWVMRI. The MHC is DRB1_0101 with pseudo-sequence DRB1_0101. The binding affinity (normalized) is 1.00. (7) The MHC is DRB1_0401 with pseudo-sequence DRB1_0401. The peptide sequence is STLQEQIGWMTNNPPIPV. The binding affinity (normalized) is 0.756. (8) The peptide sequence is GKTVWFVPSIKAGND. The MHC is DRB1_1501 with pseudo-sequence DRB1_1501. The binding affinity (normalized) is 0.745.